From a dataset of Full USPTO retrosynthesis dataset with 1.9M reactions from patents (1976-2016). Predict the reactants needed to synthesize the given product. Given the product [CH:16]([O:15][C:6]1[C:5]([O:19][CH3:20])=[CH:4][CH:3]=[C:2]([C:22]#[C:21][CH3:23])[C:7]=1[NH:8][C:9](=[O:14])[C:10]([F:13])([F:12])[F:11])([CH3:18])[CH3:17], predict the reactants needed to synthesize it. The reactants are: I[C:2]1[C:7]([NH:8][C:9](=[O:14])[C:10]([F:13])([F:12])[F:11])=[C:6]([O:15][CH:16]([CH3:18])[CH3:17])[C:5]([O:19][CH3:20])=[CH:4][CH:3]=1.[CH:21](N(CC)C(C)C)([CH3:23])[CH3:22].C#CC.